This data is from Full USPTO retrosynthesis dataset with 1.9M reactions from patents (1976-2016). The task is: Predict the reactants needed to synthesize the given product. (1) Given the product [CH:13]1([C:9]2[CH:8]=[C:7]([C:16]([O:18][CH3:19])=[O:17])[C:6](=[O:20])[N:5]3[C:10]=2[C:11]([CH3:12])=[C:2]([C:25]2[CH:26]=[CH:27][C:22]([OH:21])=[CH:23][CH:24]=2)[CH:3]=[CH:4]3)[CH2:15][CH2:14]1, predict the reactants needed to synthesize it. The reactants are: Cl[C:2]1[CH:3]=[CH:4][N:5]2[C:10]([C:11]=1[CH3:12])=[C:9]([CH:13]1[CH2:15][CH2:14]1)[CH:8]=[C:7]([C:16]([O:18][CH3:19])=[O:17])[C:6]2=[O:20].[OH:21][C:22]1[CH:27]=[CH:26][C:25](B(O)O)=[CH:24][CH:23]=1. (2) Given the product [O:42]=[C:41]1[N:8]([CH2:9][CH2:10][C:11]2[CH:16]=[CH:15][CH:14]=[CH:13][N:12]=2)[C:7]2[CH:6]=[CH:5][C:4]([NH:17][C:18]([C:20]3[C:21]([C:26]4[CH:27]=[CH:28][C:29]([C:32]([F:35])([F:33])[F:34])=[CH:30][CH:31]=4)=[CH:22][CH:23]=[CH:24][CH:25]=3)=[O:19])=[CH:3][C:2]=2[NH:1]1, predict the reactants needed to synthesize it. The reactants are: [NH2:1][C:2]1[CH:3]=[C:4]([NH:17][C:18]([C:20]2[C:21]([C:26]3[CH:31]=[CH:30][C:29]([C:32]([F:35])([F:34])[F:33])=[CH:28][CH:27]=3)=[CH:22][CH:23]=[CH:24][CH:25]=2)=[O:19])[CH:5]=[CH:6][C:7]=1[NH:8][CH2:9][CH2:10][C:11]1[CH:16]=[CH:15][CH:14]=[CH:13][N:12]=1.N1([C:41](N2C=CN=C2)=[O:42])C=CN=C1. (3) The reactants are: [CH2:1]([N:8]1[CH2:26][CH2:25][C:11]2([N:15]([C:16]3[CH:21]=[CH:20][CH:19]=[C:18]([F:22])[CH:17]=3)[C:14](=[O:23])[CH2:13][C:12]2=O)[CH2:10][CH2:9]1)[C:2]1[CH:7]=[CH:6][CH:5]=[CH:4][CH:3]=1.O.C1(C)C=CC(S(O)(=O)=O)=CC=1.[CH2:39]([C:41]1[CH:47]=[CH:46][CH:45]=[CH:44][C:42]=1[NH2:43])[CH3:40]. Given the product [CH2:1]([N:8]1[CH2:26][CH2:25][C:11]2([N:15]([C:16]3[CH:21]=[CH:20][CH:19]=[C:18]([F:22])[CH:17]=3)[C:14](=[O:23])[CH:13]=[C:12]2[NH:43][C:42]2[CH:44]=[CH:45][CH:46]=[CH:47][C:41]=2[CH2:39][CH3:40])[CH2:10][CH2:9]1)[C:2]1[CH:3]=[CH:4][CH:5]=[CH:6][CH:7]=1, predict the reactants needed to synthesize it. (4) Given the product [F:4][C:5]1[CH:6]=[CH:7][C:8]([C@@H:11]2[CH2:20][CH2:19][CH2:18][C@H:17]3[N:12]2[C:13](=[O:29])/[C:14](=[CH:35]/[C:34]2[CH:37]=[CH:38][C:39]([N:40]4[CH:44]=[N:43][C:42]([CH3:45])=[N:41]4)=[C:32]([O:31][CH3:30])[CH:33]=2)/[CH2:15][CH2:16]3)=[CH:9][CH:10]=1, predict the reactants needed to synthesize it. The reactants are: O.[OH-].[Li+].[F:4][C:5]1[CH:10]=[CH:9][C:8]([C@@H:11]2[CH2:20][CH2:19][CH2:18][C@H:17]3[N:12]2[C:13](=[O:29])[CH:14](P(=O)(OCC)OCC)[CH2:15][CH2:16]3)=[CH:7][CH:6]=1.[CH3:30][O:31][C:32]1[CH:33]=[C:34]([CH:37]=[CH:38][C:39]=1[N:40]1[CH:44]=[N:43][C:42]([CH3:45])=[N:41]1)[CH:35]=O.C(O)C. (5) Given the product [CH2:17]([C:3]1([CH2:1][CH3:2])[CH2:16][CH2:15][C:6]2=[C:7]([C:12](=[O:14])[CH3:19])[S:8][C:9]([S:10][CH3:11])=[C:5]2[CH2:4]1)[CH3:18], predict the reactants needed to synthesize it. The reactants are: [CH2:1]([C:3]1([CH2:17][CH3:18])[CH2:16][CH2:15][C:6]2=[C:7]([C:12]([OH:14])=O)[S:8][C:9]([S:10][CH3:11])=[C:5]2[CH2:4]1)[CH3:2].[CH3:19][Li]. (6) Given the product [N:1]1([C@@H:2]([CH3:5])[CH2:3][OH:4])[CH2:11][CH2:10][CH2:9][CH2:8][CH2:7]1, predict the reactants needed to synthesize it. The reactants are: [NH2:1][C@@H:2]([CH3:5])[CH2:3][OH:4].I[CH2:7][CH2:8][CH2:9][CH2:10][CH2:11]I.C(=O)([O-])[O-].[Na+].[Na+]. (7) Given the product [CH3:72][C:71]([C:69]1[O:68][N:67]=[C:66]([NH:65][C:23]([C:19]2[C:20]3[C:15](=[CH:14][C:13]([O:12][C:11]4[C:10]5[C:5](=[CH:6][C:7]([O:28][CH3:29])=[C:8]([O:26][CH3:27])[CH:9]=5)[N:4]=[CH:3][C:2]=4[F:1])=[CH:22][CH:21]=3)[CH:16]=[CH:17][CH:18]=2)=[O:24])[CH:70]=1)([CH3:74])[CH3:73], predict the reactants needed to synthesize it. The reactants are: [F:1][C:2]1[CH:3]=[N:4][C:5]2[C:10]([C:11]=1[O:12][C:13]1[CH:14]=[C:15]3[C:20](=[CH:21][CH:22]=1)[C:19]([C:23](Cl)=[O:24])=[CH:18][CH:17]=[CH:16]3)=[CH:9][C:8]([O:26][CH3:27])=[C:7]([O:28][CH3:29])[CH:6]=2.FC1C=NC2C(C=1OC1C=C3C(=CC=1)C(C(O)=O)=CC=C3)=CC(OC)=C(OC)C=2.C(Cl)(=O)C(Cl)=O.[NH2:65][C:66]1[CH:70]=[C:69]([C:71]([CH3:74])([CH3:73])[CH3:72])[O:68][N:67]=1. (8) Given the product [F:21][C:2]([F:1])([F:20])[C:3]([N:5]1[CH2:6][CH2:7][CH:8]([C:11]2[CH:12]=[CH:13][C:14]([CH:15]=[O:16])=[CH:18][CH:19]=2)[CH2:9][CH2:10]1)=[O:4], predict the reactants needed to synthesize it. The reactants are: [F:1][C:2]([F:21])([F:20])[C:3]([N:5]1[CH2:10][CH2:9][CH:8]([C:11]2[CH:19]=[CH:18][C:14]([C:15](Cl)=[O:16])=[CH:13][CH:12]=2)[CH2:7][CH2:6]1)=[O:4].CCN(C(C)C)C(C)C.